From a dataset of HIV replication inhibition screening data with 41,000+ compounds from the AIDS Antiviral Screen. Binary Classification. Given a drug SMILES string, predict its activity (active/inactive) in a high-throughput screening assay against a specified biological target. The molecule is C=C1CC(Cn2cc(C)c(=O)[nH]c2=O)(c2ccc(-c3ccccc3)cc2)OC1=O. The result is 0 (inactive).